From a dataset of Catalyst prediction with 721,799 reactions and 888 catalyst types from USPTO. Predict which catalyst facilitates the given reaction. (1) Reactant: C([O:3][C:4](=O)[CH2:5][C:6]1[S:7][CH:8]=[C:9]([C:11]2[CH:16]=[CH:15][C:14]([C:17]([F:20])([F:19])[F:18])=[CH:13][CH:12]=2)[N:10]=1)C.[H-].[H-].[H-].[H-].[Li+].[Al+3]. Product: [F:20][C:17]([F:18])([F:19])[C:14]1[CH:13]=[CH:12][C:11]([C:9]2[N:10]=[C:6]([CH2:5][CH2:4][OH:3])[S:7][CH:8]=2)=[CH:16][CH:15]=1. The catalyst class is: 1. (2) Reactant: B1C2CCCC1CCC2.[F:10][C:11]1[CH:16]=[CH:15][C:14]([C:17]2([CH:27]([NH:30][S:31]([C:33]([CH3:36])([CH3:35])[CH3:34])=[O:32])[CH:28]=[CH2:29])[CH2:26][CH2:25][C:20]3([O:24][CH2:23][CH2:22][O:21]3)[CH2:19][CH2:18]2)=[CH:13][CH:12]=1.[OH-:37].[Na+].OO.[H-].[Na+].I[CH3:44].[OH-].[NH4+]. Product: [F:10][C:11]1[CH:16]=[CH:15][C:14]([C:17]2([CH:27]([NH:30][S:31]([C:33]([CH3:36])([CH3:35])[CH3:34])=[O:32])[CH2:28][CH2:29][O:37][CH3:44])[CH2:26][CH2:25][C:20]3([O:24][CH2:23][CH2:22][O:21]3)[CH2:19][CH2:18]2)=[CH:13][CH:12]=1. The catalyst class is: 83.